The task is: Regression. Given two drug SMILES strings and cell line genomic features, predict the synergy score measuring deviation from expected non-interaction effect.. This data is from NCI-60 drug combinations with 297,098 pairs across 59 cell lines. (1) Drug 1: CC1=C2C(C(=O)C3(C(CC4C(C3C(C(C2(C)C)(CC1OC(=O)C(C(C5=CC=CC=C5)NC(=O)OC(C)(C)C)O)O)OC(=O)C6=CC=CC=C6)(CO4)OC(=O)C)O)C)O. Drug 2: COCCOC1=C(C=C2C(=C1)C(=NC=N2)NC3=CC=CC(=C3)C#C)OCCOC.Cl. Cell line: 786-0. Synergy scores: CSS=11.1, Synergy_ZIP=-2.48, Synergy_Bliss=-0.119, Synergy_Loewe=4.11, Synergy_HSA=2.16. (2) Drug 1: C1C(C(OC1N2C=NC3=C(N=C(N=C32)Cl)N)CO)O. Drug 2: C1=NC2=C(N=C(N=C2N1C3C(C(C(O3)CO)O)O)F)N. Cell line: TK-10. Synergy scores: CSS=29.1, Synergy_ZIP=-4.55, Synergy_Bliss=-4.03, Synergy_Loewe=-6.86, Synergy_HSA=0.0476. (3) Drug 1: CCC1(CC2CC(C3=C(CCN(C2)C1)C4=CC=CC=C4N3)(C5=C(C=C6C(=C5)C78CCN9C7C(C=CC9)(C(C(C8N6C=O)(C(=O)OC)O)OC(=O)C)CC)OC)C(=O)OC)O.OS(=O)(=O)O. Drug 2: CC1=C2C(C(=O)C3(C(CC4C(C3C(C(C2(C)C)(CC1OC(=O)C(C(C5=CC=CC=C5)NC(=O)C6=CC=CC=C6)O)O)OC(=O)C7=CC=CC=C7)(CO4)OC(=O)C)O)C)OC(=O)C. Cell line: SF-268. Synergy scores: CSS=8.54, Synergy_ZIP=-7.83, Synergy_Bliss=-3.39, Synergy_Loewe=-13.0, Synergy_HSA=-4.97. (4) Drug 1: CC1C(C(CC(O1)OC2CC(OC(C2O)C)OC3=CC4=CC5=C(C(=O)C(C(C5)C(C(=O)C(C(C)O)O)OC)OC6CC(C(C(O6)C)O)OC7CC(C(C(O7)C)O)OC8CC(C(C(O8)C)O)(C)O)C(=C4C(=C3C)O)O)O)O. Drug 2: CNC(=O)C1=NC=CC(=C1)OC2=CC=C(C=C2)NC(=O)NC3=CC(=C(C=C3)Cl)C(F)(F)F. Cell line: M14. Synergy scores: CSS=54.5, Synergy_ZIP=1.72, Synergy_Bliss=3.77, Synergy_Loewe=0.476, Synergy_HSA=0.646. (5) Drug 1: C1=CC=C(C(=C1)C(C2=CC=C(C=C2)Cl)C(Cl)Cl)Cl. Drug 2: C1CN(P(=O)(OC1)NCCCl)CCCl. Cell line: SW-620. Synergy scores: CSS=0.581, Synergy_ZIP=0.140, Synergy_Bliss=0.750, Synergy_Loewe=0.826, Synergy_HSA=0.268. (6) Drug 1: C1CCC(CC1)NC(=O)N(CCCl)N=O. Drug 2: CC1=C(C(=CC=C1)Cl)NC(=O)C2=CN=C(S2)NC3=CC(=NC(=N3)C)N4CCN(CC4)CCO. Cell line: MDA-MB-435. Synergy scores: CSS=4.66, Synergy_ZIP=6.47, Synergy_Bliss=10.4, Synergy_Loewe=4.68, Synergy_HSA=4.75. (7) Drug 1: CC(C)(C#N)C1=CC(=CC(=C1)CN2C=NC=N2)C(C)(C)C#N. Drug 2: COC1=C2C(=CC3=C1OC=C3)C=CC(=O)O2. Cell line: SK-MEL-28. Synergy scores: CSS=-12.4, Synergy_ZIP=2.47, Synergy_Bliss=-3.45, Synergy_Loewe=-6.40, Synergy_HSA=-8.32. (8) Drug 1: C1CN1C2=NC(=NC(=N2)N3CC3)N4CC4. Drug 2: C1CN(P(=O)(OC1)NCCCl)CCCl. Cell line: OVCAR-5. Synergy scores: CSS=23.0, Synergy_ZIP=-6.25, Synergy_Bliss=0.433, Synergy_Loewe=-22.8, Synergy_HSA=1.32.